From a dataset of Reaction yield outcomes from USPTO patents with 853,638 reactions. Predict the reaction yield, written as a fraction of the theoretical maximum amount of product (1.0 means a 100% yield; for example, 0.34 means a 34% yield). (1) The reactants are CC(C[AlH]CC(C)C)C.CON(C)[C:13]([CH:15]1[CH2:18][CH:17]([CH2:19][C:20]2[N:24]([CH2:25][O:26][CH2:27][CH2:28][Si:29]([CH3:32])([CH3:31])[CH3:30])[C:23]3[CH:33]=[CH:34][C:35]([C:37]([F:40])([F:39])[F:38])=[CH:36][C:22]=3[N:21]=2)[CH2:16]1)=[O:14].[C@H](O)(C([O-])=O)[C@@H](O)C([O-])=O.[Na+].[K+]. The catalyst is C1COCC1.CCOCC. The product is [F:40][C:37]([F:38])([F:39])[C:35]1[CH:34]=[CH:33][C:23]2[N:24]([CH2:25][O:26][CH2:27][CH2:28][Si:29]([CH3:30])([CH3:31])[CH3:32])[C:20]([CH2:19][CH:17]3[CH2:18][CH:15]([CH:13]=[O:14])[CH2:16]3)=[N:21][C:22]=2[CH:36]=1. The yield is 0.870. (2) The reactants are CS(C)=O.C(Cl)(=O)C(Cl)=O.[Si:11]([O:18][C@@H:19]1[C@H:23]([O:24][Si:25]([C:28]([CH3:31])([CH3:30])[CH3:29])([CH3:27])[CH3:26])[C@@H:22]([CH2:32][OH:33])[O:21][C@H:20]1[N:34]1[CH:39]=[CH:38][C:37](=[O:40])[N:36]([CH2:41][C:42]2[CH:47]=[CH:46][C:45]([O:48][CH3:49])=[CH:44][CH:43]=2)[C:35]1=[O:50])([C:14]([CH3:17])([CH3:16])[CH3:15])([CH3:13])[CH3:12].C(N(CC)CC)C. The catalyst is C(Cl)Cl.C(OCC)(=O)C. The product is [Si:25]([O:24][C@H:23]1[C@@H:19]([O:18][Si:11]([C:14]([CH3:16])([CH3:15])[CH3:17])([CH3:12])[CH3:13])[C@H:20]([N:34]2[CH:39]=[CH:38][C:37](=[O:40])[N:36]([CH2:41][C:42]3[CH:43]=[CH:44][C:45]([O:48][CH3:49])=[CH:46][CH:47]=3)[C:35]2=[O:50])[O:21][C@H:22]1[CH:32]=[O:33])([C:28]([CH3:29])([CH3:30])[CH3:31])([CH3:27])[CH3:26]. The yield is 0.950. (3) The reactants are [NH2:1][C:2]1[C:3]([CH3:28])=[N:4][C:5]([O:9][CH2:10][C:11]([N:13]([CH:15]2[CH2:20][CH2:19][N:18]([CH2:21][C:22]3[CH:27]=[CH:26][CH:25]=[CH:24][CH:23]=3)[CH2:17][CH2:16]2)[CH3:14])=[O:12])=[N:6][C:7]=1[CH3:8].[ClH:29].O1CCOCC1. The catalyst is CO. The product is [ClH:29].[NH2:1][C:2]1[C:7]([CH3:8])=[N:6][C:5]([O:9][CH2:10][C:11]([N:13]([CH:15]2[CH2:20][CH2:19][N:18]([CH2:21][C:22]3[CH:23]=[CH:24][CH:25]=[CH:26][CH:27]=3)[CH2:17][CH2:16]2)[CH3:14])=[O:12])=[N:4][C:3]=1[CH3:28]. The yield is 0.740. (4) The reactants are [I:1][C:2]1[CH:10]=[CH:9][C:5]([C:6]([OH:8])=[O:7])=[CH:4][CH:3]=1.C(N(CC)CC)C.[B-](F)(F)(F)F.CN(C(O[N:31]1[C:36](=[O:37])[CH2:35][CH2:34][C:32]1=[O:33])=[N+](C)C)C. The catalyst is CN(C=O)C. The product is [CH2:35]1[C:36](=[O:37])[N:31]([O:7][C:6]([C:5]2[CH:9]=[CH:10][C:2]([I:1])=[CH:3][CH:4]=2)=[O:8])[C:32](=[O:33])[CH2:34]1. The yield is 0.820. (5) The reactants are [CH:1](NC(C)C)(C)C.[CH2:8]([C@H:10]1[C@@H:14]([OH:15])[CH2:13][C:12](=[O:16])[N:11]1[C:17]1[CH:24]=[CH:23][C:20]([C:21]#[N:22])=[C:19]([O:25][CH3:26])[CH:18]=1)[CH3:9].IC.[Cl-].[NH4+]. The catalyst is O1CCCC1. The product is [CH2:8]([C@H:10]1[C@@H:14]([OH:15])[C@H:13]([CH3:1])[C:12](=[O:16])[N:11]1[C:17]1[CH:24]=[CH:23][C:20]([C:21]#[N:22])=[C:19]([O:25][CH3:26])[CH:18]=1)[CH3:9]. The yield is 0.500.